From a dataset of Reaction yield outcomes from USPTO patents with 853,638 reactions. Predict the reaction yield, written as a fraction of the theoretical maximum amount of product (1.0 means a 100% yield; for example, 0.34 means a 34% yield). (1) The reactants are [Si]([O:8][CH2:9][CH2:10][N:11]1[C:17](=[O:18])[C:16]2[CH:19]=[CH:20][CH:21]=[CH:22][C:15]=2[O:14][C:13]2[CH:23]=[CH:24][CH:25]=[CH:26][C:12]1=2)(C(C)(C)C)(C)C.[F-].C([N+](CCCC)(CCCC)CCCC)CCC. The catalyst is C1COCC1. The product is [OH:8][CH2:9][CH2:10][N:11]1[C:17](=[O:18])[C:16]2[CH:19]=[CH:20][CH:21]=[CH:22][C:15]=2[O:14][C:13]2[CH:23]=[CH:24][CH:25]=[CH:26][C:12]1=2. The yield is 0.850. (2) The reactants are [CH3:1][NH2:2].[CH3:3][N:4]1[C:12]2[C:7](=[CH:8][CH:9]=[CH:10][CH:11]=2)[C:6]([CH3:13])=[C:5]1[CH:14]=O.[BH4-].[Na+].O. The catalyst is CO. The product is [CH3:3][N:4]1[C:12]2[C:7](=[CH:8][CH:9]=[CH:10][CH:11]=2)[C:6]([CH3:13])=[C:5]1[CH2:14][NH:2][CH3:1]. The yield is 0.850. (3) The reactants are [Cl:1][C:2]1[CH:10]=[C:9]2[C:5]([C:6]([C:11]([O:13]C)=[O:12])=[CH:7][NH:8]2)=[CH:4][C:3]=1[C:15]1[CH:20]=[CH:19][C:18]([O:21][CH2:22][C@@H:23]2[CH2:27][CH2:26][CH2:25][NH:24]2)=[CH:17][CH:16]=1.[OH-].[Na+]. The catalyst is CO. The product is [Cl:1][C:2]1[CH:10]=[C:9]2[C:5]([C:6]([C:11]([OH:13])=[O:12])=[CH:7][NH:8]2)=[CH:4][C:3]=1[C:15]1[CH:16]=[CH:17][C:18]([O:21][CH2:22][C@@H:23]2[CH2:27][CH2:26][CH2:25][NH:24]2)=[CH:19][CH:20]=1. The yield is 0.110. (4) The reactants are [CH:1]([C:3]1[N:4]=[CH:5][NH:6][CH:7]=1)=[O:2].C(N(CC)CC)C.[C:15]([O:19][C:20](O[C:20]([O:19][C:15]([CH3:18])([CH3:17])[CH3:16])=[O:21])=[O:21])([CH3:18])([CH3:17])[CH3:16].O. The catalyst is O1CCCC1.CN(C)C1C=CN=CC=1.C(OCC)(=O)C. The product is [CH:1]([C:3]1[N:4]=[CH:5][N:6]([C:20]([O:19][C:15]([CH3:18])([CH3:17])[CH3:16])=[O:21])[CH:7]=1)=[O:2]. The yield is 0.780. (5) The reactants are Cl[CH2:2][CH2:3][C:4]1[CH:5]=[CH:6][C:7]2[O:12][CH2:11][C:10](=[O:13])[NH:9][C:8]=2[C:14]=1[F:15].[I-].[Na+].C(=O)([O-])[O-].[Na+].[Na+].[CH3:24][C:25]1[CH:34]=[CH:33][C:32]2[C:27](=[CH:28][CH:29]=[CH:30][C:31]=2[N:35]2[CH2:40][CH2:39][NH:38][CH2:37][CH2:36]2)[N:26]=1. The catalyst is CN1C(=O)CCC1.C(OCC)(=O)C. The product is [F:15][C:14]1[C:8]2[NH:9][C:10](=[O:13])[CH2:11][O:12][C:7]=2[CH:6]=[CH:5][C:4]=1[CH2:3][CH2:2][N:38]1[CH2:39][CH2:40][N:35]([C:31]2[CH:30]=[CH:29][CH:28]=[C:27]3[C:32]=2[CH:33]=[CH:34][C:25]([CH3:24])=[N:26]3)[CH2:36][CH2:37]1. The yield is 0.460. (6) The reactants are C(O)(=O)C.[CH2:5]([O:9][C:10]1[CH:15]=[CH:14][CH:13]=[C:12](/[CH:16]=[CH:17]/[N+:18]([O-:20])=[O:19])[CH:11]=1)[CH2:6][CH2:7][CH3:8].[BH4-].[Na+]. The catalyst is CS(C)=O. The product is [CH2:5]([O:9][C:10]1[CH:15]=[CH:14][CH:13]=[C:12]([CH2:16][CH2:17][N+:18]([O-:20])=[O:19])[CH:11]=1)[CH2:6][CH2:7][CH3:8]. The yield is 0.580. (7) The reactants are C([O:3][C:4]([C:6]1([F:21])[CH2:11][CH2:10][CH2:9][N:8]([C:12](=[O:20])[C:13]2[CH:18]=[CH:17][C:16]([F:19])=[CH:15][CH:14]=2)[CH2:7]1)=[O:5])C.[OH-].[Na+]. The catalyst is O.C(O)C. The product is [F:21][C:6]1([C:4]([OH:5])=[O:3])[CH2:11][CH2:10][CH2:9][N:8]([C:12](=[O:20])[C:13]2[CH:14]=[CH:15][C:16]([F:19])=[CH:17][CH:18]=2)[CH2:7]1. The yield is 1.00.